From a dataset of TCR-epitope binding with 47,182 pairs between 192 epitopes and 23,139 TCRs. Binary Classification. Given a T-cell receptor sequence (or CDR3 region) and an epitope sequence, predict whether binding occurs between them. (1) The epitope is LLDFVRFMGV. The TCR CDR3 sequence is CASSYLGQHQETQYF. Result: 0 (the TCR does not bind to the epitope). (2) The epitope is FPRPWLHGL. The TCR CDR3 sequence is CASSLWAGGPETQYF. Result: 1 (the TCR binds to the epitope). (3) The epitope is ILKEPVHGV. The TCR CDR3 sequence is CASSSPDRVRGANVLTF. Result: 0 (the TCR does not bind to the epitope).